This data is from Forward reaction prediction with 1.9M reactions from USPTO patents (1976-2016). The task is: Predict the product of the given reaction. (1) Given the reactants O=O.C([N:10]1[CH2:14][C:13]([C:15]2[CH:20]=[CH:19][CH:18]=[CH:17][CH:16]=2)=[C:12]([C:21]([OH:23])=[O:22])[CH2:11]1)C1C=CC=CC=1.C(N(CC)CC)C.[H][H].[C:41](O[C:41]([O:43][C:44]([CH3:47])([CH3:46])[CH3:45])=[O:42])([O:43][C:44]([CH3:47])([CH3:46])[CH3:45])=[O:42], predict the reaction product. The product is: [C:44]([O:43][C:41]([N:10]1[CH2:14][C@@H:13]([C:15]2[CH:20]=[CH:19][CH:18]=[CH:17][CH:16]=2)[C@@H:12]([C:21]([OH:23])=[O:22])[CH2:11]1)=[O:42])([CH3:45])([CH3:46])[CH3:47]. (2) Given the reactants [CH2:1]([N:3]1[CH2:8][C:7]([CH3:10])([CH3:9])[O:6][C:5](=[O:11])[CH:4]1[CH2:12][C:13]([OH:15])=O)[CH3:2].C(N(C(C)C)CC)(C)C.CN(C(ON1N=NC2C=CC=NC1=2)=[N+](C)C)C.F[P-](F)(F)(F)(F)F.[CH3:49][N:50]1[CH2:55][CH2:54][NH:53][CH2:52][CH2:51]1, predict the reaction product. The product is: [CH2:1]([N:3]1[CH2:8][C:7]([CH3:9])([CH3:10])[O:6][C:5](=[O:11])[CH:4]1[CH2:12][C:13]([N:53]1[CH2:54][CH2:55][N:50]([CH3:49])[CH2:51][CH2:52]1)=[O:15])[CH3:2]. (3) Given the reactants [CH3:1][C:2]1[C:6]2[CH:7]=[CH:8][CH:9]=[CH:10][C:5]=2[O:4][C:3]=1[C:11]([OH:13])=O.C(Cl)(=O)C(Cl)=O.[CH3:20][NH2:21].O, predict the reaction product. The product is: [CH3:20][NH:21][C:11]([C:3]1[O:4][C:5]2[CH:10]=[CH:9][CH:8]=[CH:7][C:6]=2[C:2]=1[CH3:1])=[O:13]. (4) The product is: [CH:16]1([N:14]2[CH2:13][CH2:12][C:11]3([CH2:20][CH2:21][N:8]([C:5]4[N:6]=[CH:7][C:2]([C:25]5[CH:26]=[CH:27][N:22]=[CH:23][CH:24]=5)=[CH:3][CH:4]=4)[CH2:9][CH2:10]3)[CH2:15]2)[CH2:19][CH2:18][CH2:17]1. Given the reactants Br[C:2]1[CH:3]=[CH:4][C:5]([N:8]2[CH2:21][CH2:20][C:11]3([CH2:15][N:14]([CH:16]4[CH2:19][CH2:18][CH2:17]4)[CH2:13][CH2:12]3)[CH2:10][CH2:9]2)=[N:6][CH:7]=1.[N:22]1[CH:27]=[CH:26][C:25](B(O)O)=[CH:24][CH:23]=1.C([O-])([O-])=O.[K+].[K+], predict the reaction product. (5) Given the reactants Cl[C:2]1[CH:7]=[N:6][N:5]([CH2:8][CH2:9][O:10][CH3:11])[C:4](=[O:12])[CH:3]=1.[I:13][C:14]1[N:15]=[C:16]([CH3:20])[NH:17][C:18]=1[CH3:19], predict the reaction product. The product is: [I:13][C:14]1[N:15]=[C:16]([CH3:20])[N:17]([C:2]2[CH:7]=[N:6][N:5]([CH2:8][CH2:9][O:10][CH3:11])[C:4](=[O:12])[CH:3]=2)[C:18]=1[CH3:19]. (6) The product is: [C:1]([C:5]1[CH:6]=[CH:7][C:8]([N:11]2[C:15](=[O:16])[C:14](=[C:17]([NH:19][NH:20][C:21](=[O:32])[C:22]3[CH:23]=[CH:24][C:25]([C:28]([OH:30])=[O:29])=[CH:26][CH:27]=3)[CH3:18])[C:13]([CH3:33])=[N:12]2)=[CH:9][CH:10]=1)([CH3:2])([CH3:3])[CH3:4]. Given the reactants [C:1]([C:5]1[CH:10]=[CH:9][C:8]([N:11]2[C:15](=[O:16])[C:14](=[C:17]([NH:19][NH:20][C:21](=[O:32])[C:22]3[CH:27]=[CH:26][C:25]([C:28]([O:30]C)=[O:29])=[CH:24][CH:23]=3)[CH3:18])[C:13]([CH3:33])=[N:12]2)=[CH:7][CH:6]=1)([CH3:4])([CH3:3])[CH3:2].[OH-].[Na+].Cl, predict the reaction product. (7) The product is: [Cl:28][C:25]1[CH:26]=[CH:27][C:22]([C@H:21]2[N:10]3[C:11]([S:12][C:13]([C:14]([O:16][CH2:17][CH3:18])=[O:15])=[C:2]3[CH:3]([OH:4])[CH3:5])=[N:19][C@:20]2([C:30]2[CH:31]=[CH:32][C:33]([Cl:36])=[CH:34][CH:35]=2)[CH3:29])=[CH:23][CH:24]=1. Given the reactants O.[CH3:2][C:3]([CH3:5])=[O:4].BrC(C1[N:10]2[C@H:21]([C:22]3[CH:27]=[CH:26][C:25]([Cl:28])=[CH:24][CH:23]=3)[C@@:20]([C:30]3[CH:35]=[CH:34][C:33]([Cl:36])=[CH:32][CH:31]=3)([CH3:29])[N:19]=[C:11]2[S:12][C:13]=1[C:14]([O:16][CH2:17][CH3:18])=[O:15])C, predict the reaction product.